Dataset: CYP1A2 inhibition data for predicting drug metabolism from PubChem BioAssay. Task: Regression/Classification. Given a drug SMILES string, predict its absorption, distribution, metabolism, or excretion properties. Task type varies by dataset: regression for continuous measurements (e.g., permeability, clearance, half-life) or binary classification for categorical outcomes (e.g., BBB penetration, CYP inhibition). Dataset: cyp1a2_veith. (1) The compound is CO[C@H]1COC(=O)C/C=C\[C@H](C)[C@@H](OC)COC(=O)[C@@H](C)COC(=O)C/C=C\[C@@H]1C. The result is 0 (non-inhibitor). (2) The drug is CCN1CCCC1CNC(=O)C(=O)Nc1ccc(OC)cc1. The result is 0 (non-inhibitor).